The task is: Predict the reaction yield, written as a fraction of the theoretical maximum amount of product (1.0 means a 100% yield; for example, 0.34 means a 34% yield).. This data is from Reaction yield outcomes from USPTO patents with 853,638 reactions. (1) The reactants are [CH3:1][C:2]1[C:6]([CH2:7][N:8]2[CH:12]=[C:11]([NH2:13])[CH:10]=[N:9]2)=[C:5]([CH3:14])[O:4][N:3]=1.[CH2:15]([N:22]=[C:23]=[O:24])[C:16]1[CH:21]=[CH:20][CH:19]=[CH:18][CH:17]=1. The catalyst is C(#N)C. The product is [CH2:15]([NH:22][C:23]([NH:13][C:11]1[CH:10]=[N:9][N:8]([CH2:7][C:6]2[C:2]([CH3:1])=[N:3][O:4][C:5]=2[CH3:14])[CH:12]=1)=[O:24])[C:16]1[CH:21]=[CH:20][CH:19]=[CH:18][CH:17]=1. The yield is 0.510. (2) The reactants are [C:1]([O:5][C:6]([NH:8][CH:9]([CH2:35][C:36]1[CH:41]=[CH:40][C:39]([Cl:42])=[CH:38][CH:37]=1)[C:10]([N:12]1[CH2:17][CH2:16][N:15]([CH:18]([CH2:22][C:23]2[CH:32]=[CH:31][C:30]3[C:25](=[CH:26][CH:27]=[CH:28][CH:29]=3)[CH:24]=2)[C:19](O)=[O:20])[CH2:14][CH:13]1[CH2:33][CH3:34])=[O:11])=[O:7])([CH3:4])([CH3:3])[CH3:2].C1C[N:46]([P+](ON2N=NC3C=CC=CC2=3)(N2CCCC2)N2CCCC2)[CH2:45]C1.F[P-](F)(F)(F)(F)F.CN.C1COCC1.C(N(CC)CC)C. The catalyst is ClCCl.O.CCOC(C)=O. The product is [C:1]([O:5][C:6](=[O:7])[NH:8][CH:9]([CH2:35][C:36]1[CH:41]=[CH:40][C:39]([Cl:42])=[CH:38][CH:37]=1)[C:10]([N:12]1[CH2:17][CH2:16][N:15]([CH:18]([C:19](=[O:20])[NH:46][CH3:45])[CH2:22][C:23]2[CH:32]=[CH:31][C:30]3[C:25](=[CH:26][CH:27]=[CH:28][CH:29]=3)[CH:24]=2)[CH2:14][CH:13]1[CH2:33][CH3:34])=[O:11])([CH3:4])([CH3:2])[CH3:3]. The yield is 1.00. (3) The reactants are Br.Br[CH2:3][C:4]1[CH:5]=[CH:6][C:7]([C:10]2[CH:15]=[CH:14][CH:13]=[CH:12][C:11]=2[CH3:16])=[N:8][CH:9]=1.[C:17]1([C:23](=[N:30][CH2:31][C:32]([O:34][C:35]([CH3:38])([CH3:37])[CH3:36])=[O:33])[C:24]2[CH:29]=[CH:28][CH:27]=[CH:26][CH:25]=2)[CH:22]=[CH:21][CH:20]=[CH:19][CH:18]=1.C=CCO[C@H](C1C2C(=CC=CC=2)N=CC=1)[C@H]1[N+]2(CC3C4C(=CC=CC=4)C=C4C=3C=CC=C4)C[C@H](C=C)[C@@H](CC2)C1.[Br-].C(N=P1(N(CC)CC)N(C)CCCN1C)(C)(C)C. The catalyst is ClCCl. The product is [C:17]1([C:23](=[N:30][C@@H:31]([CH2:3][C:4]2[CH:9]=[N:8][C:7]([C:10]3[CH:15]=[CH:14][CH:13]=[CH:12][C:11]=3[CH3:16])=[CH:6][CH:5]=2)[C:32]([O:34][C:35]([CH3:38])([CH3:37])[CH3:36])=[O:33])[C:24]2[CH:25]=[CH:26][CH:27]=[CH:28][CH:29]=2)[CH:18]=[CH:19][CH:20]=[CH:21][CH:22]=1. The yield is 1.00. (4) The reactants are Br[C:2]1[CH:7]=[CH:6][C:5]([N:8]2[C:13](=[O:14])[C:12]([CH2:15][C:16]3[CH:21]=[CH:20][C:19]([C:22]4[C:23]([C:28]#[N:29])=[CH:24][CH:25]=[CH:26][CH:27]=4)=[CH:18][CH:17]=3)=[C:11]([CH2:30][CH2:31][CH3:32])[N:10]=[C:9]2[CH2:33][CH3:34])=[CH:4][CH:3]=1.[O:35]1[C:39]2([CH2:44][CH2:43][NH:42][CH2:41][CH2:40]2)[O:38][CH2:37][CH2:36]1.CC(C)([O-])C.[Na+]. The catalyst is C1(C)C=CC=CC=1.C(OCC)(=O)C.C1C=CC(/C=C/C(/C=C/C2C=CC=CC=2)=O)=CC=1.C1C=CC(/C=C/C(/C=C/C2C=CC=CC=2)=O)=CC=1.C1C=CC(/C=C/C(/C=C/C2C=CC=CC=2)=O)=CC=1.[Pd].[Pd]. The product is [O:35]1[C:39]2([CH2:44][CH2:43][N:42]([C:2]3[CH:7]=[CH:6][C:5]([N:8]4[C:13](=[O:14])[C:12]([CH2:15][C:16]5[CH:21]=[CH:20][C:19]([C:22]6[C:23]([C:28]#[N:29])=[CH:24][CH:25]=[CH:26][CH:27]=6)=[CH:18][CH:17]=5)=[C:11]([CH2:30][CH2:31][CH3:32])[N:10]=[C:9]4[CH2:33][CH3:34])=[CH:4][CH:3]=3)[CH2:41][CH2:40]2)[O:38][CH2:37][CH2:36]1. The yield is 0.600. (5) The catalyst is C1COCC1. The yield is 0.720. The product is [CH2:25]([Sn:19]([CH2:15][CH2:16][CH2:17][CH3:18])([CH2:21][CH2:22][CH2:23][CH3:24])[C:2]1[S:1][C:5]2=[N:6][CH:7]=[CH:8][CH:9]=[C:4]2[CH:3]=1)[CH2:26][CH2:27][CH3:28]. The reactants are [S:1]1[C:5]2=[N:6][CH:7]=[CH:8][CH:9]=[C:4]2[CH:3]=[CH:2]1.C([Li])CCC.[CH2:15]([Sn:19]([CH2:25][CH2:26][CH2:27][CH3:28])([CH2:21][CH2:22][CH2:23][CH3:24])Cl)[CH2:16][CH2:17][CH3:18].C(=O)(O)[O-].[Na+]. (6) The reactants are B(F)(F)F.[Br:5][C:6]1[C:14]2[S:13][C:12]([NH2:15])=[N:11][C:10]=2[CH:9]=[C:8](N)[CH:7]=1.N(OC(C)(C)C)=O.[I-:24].[K+].II. The catalyst is C1COCC1.CCOCC. The product is [Br:5][C:6]1[C:14]2[S:13][C:12]([NH2:15])=[N:11][C:10]=2[CH:9]=[C:8]([I:24])[CH:7]=1. The yield is 0.650. (7) The reactants are [CH3:1][S:2][CH:3]([C:5]1[CH:6]=[CH:7][C:8]([C:11]([Cl:14])([Cl:13])[Cl:12])=[N:9][CH:10]=1)[CH3:4].[N:15]#[C:16][NH2:17].C(O)(=O)C.C(O)(=O)C.IC1C=CC=CC=1. The catalyst is C1COCC1. The product is [CH3:1][S:2]([CH:3]([C:5]1[CH:10]=[N:9][C:8]([C:11]([Cl:14])([Cl:13])[Cl:12])=[CH:7][CH:6]=1)[CH3:4])=[N:17][C:16]#[N:15]. The yield is 0.400. (8) The yield is 0.600. The product is [NH2:10][CH2:11][CH2:12][CH2:13][CH2:14][C:15]1[CH:20]=[CH:19][C:18]([O:21][CH2:22][C:23]([N:24]([CH3:25])[CH3:26])=[O:27])=[CH:17][CH:16]=1. The reactants are C(OC(=O)[NH:10][CH2:11][CH2:12][CH2:13][CH2:14][C:15]1[CH:20]=[CH:19][C:18]([O:21][CH2:22][C:23](=[O:27])[N:24]([CH3:26])[CH3:25])=[CH:17][CH:16]=1)C1C=CC=CC=1. The catalyst is C(O)C.[Pd].